This data is from Reaction yield outcomes from USPTO patents with 853,638 reactions. The task is: Predict the reaction yield, written as a fraction of the theoretical maximum amount of product (1.0 means a 100% yield; for example, 0.34 means a 34% yield). (1) The reactants are [CH2:1]([O:9][C:10]1[CH:15]=[CH:14][C:13]([CH:16]2[CH2:21][CH2:20][CH2:19][NH:18][CH2:17]2)=[CH:12][CH:11]=1)[CH2:2][CH2:3][CH2:4][CH2:5][CH2:6][CH2:7][CH3:8].C([O-])([O-])=O.[Cs+].[Cs+].Br[CH2:29][CH2:30][CH2:31][C:32]([O:34][CH2:35][CH3:36])=[O:33]. The catalyst is CC#N. The product is [CH2:1]([O:9][C:10]1[CH:11]=[CH:12][C:13]([CH:16]2[CH2:21][CH2:20][CH2:19][N:18]([CH2:29][CH2:30][CH2:31][C:32]([O:34][CH2:35][CH3:36])=[O:33])[CH2:17]2)=[CH:14][CH:15]=1)[CH2:2][CH2:3][CH2:4][CH2:5][CH2:6][CH2:7][CH3:8]. The yield is 0.400. (2) The product is [Br:19][C:20]1[CH:25]=[C:24]([N:1]2[C:5]3=[N:6][CH:7]=[CH:8][CH:9]=[C:4]3[C:3]([C:10]([O:12][CH3:13])=[O:11])=[N:2]2)[CH:23]=[CH:22][C:21]=1[F:27]. The catalyst is C(OCC)(=O)C.[Cu]I. The reactants are [NH:1]1[C:5]2=[N:6][CH:7]=[CH:8][CH:9]=[C:4]2[C:3]([C:10]([O:12][CH3:13])=[O:11])=[N:2]1.CN(C)C=O.[Br:19][C:20]1[CH:25]=[C:24](I)[CH:23]=[CH:22][C:21]=1[F:27].C(=O)([O-])[O-].[Cs+].[Cs+].N1C2C(=CC=C3C=2N=CC=C3)C=CC=1. The yield is 0.300. (3) The product is [CH:16]1([NH:15][C:4]2[N:3]=[C:2]([NH:29][C:28]3[CH:27]=[CH:26][C:25]([N:22]4[CH2:23][CH2:24][O:19][CH2:20][CH2:21]4)=[CH:31][CH:30]=3)[N:7]=[C:6]3[NH:8][N:9]=[C:10]([S:11]([CH3:14])(=[O:13])=[O:12])[C:5]=23)[CH2:18][CH2:17]1. The catalyst is C(O)CCC. The yield is 0.900. The reactants are Cl[C:2]1[N:7]=[C:6]2[NH:8][N:9]=[C:10]([S:11]([CH3:14])(=[O:13])=[O:12])[C:5]2=[C:4]([NH:15][CH:16]2[CH2:18][CH2:17]2)[N:3]=1.[O:19]1[CH2:24][CH2:23][N:22]([C:25]2[CH:31]=[CH:30][C:28]([NH2:29])=[CH:27][CH:26]=2)[CH2:21][CH2:20]1.